Predict which catalyst facilitates the given reaction. From a dataset of Catalyst prediction with 721,799 reactions and 888 catalyst types from USPTO. Product: [CH:24]1([O:23][C:16]2[C:17]([O:21][CH3:22])=[CH:18][CH:19]=[C:20]3[C:15]=2[CH:14]=[CH:13][N:12]=[C:11]3[NH:4][C:3]2[C:2]([Cl:1])=[CH:8][CH:7]=[CH:6][C:5]=2[Cl:9])[CH2:25][CH2:26][CH2:27][CH2:28]1. Reactant: [Cl:1][C:2]1[CH:8]=[CH:7][CH:6]=[C:5]([Cl:9])[C:3]=1[NH2:4].Cl[C:11]1[C:20]2[C:15](=[C:16]([O:23][CH:24]3[CH2:28][CH2:27][CH2:26][CH2:25]3)[C:17]([O:21][CH3:22])=[CH:18][CH:19]=2)[CH:14]=[CH:13][N:12]=1. The catalyst class is: 3.